From a dataset of Experimentally validated miRNA-target interactions with 360,000+ pairs, plus equal number of negative samples. Binary Classification. Given a miRNA mature sequence and a target amino acid sequence, predict their likelihood of interaction. (1) Result: 0 (no interaction). The protein sequence of the target gene is MGQQISDQTQLVINKLPEKVAKHVTLVRESGSLTYEEFLGRVAELNDVTAKVAAGQEKHLLFEVQPGSDSSAFWKVVVRVVCTKINKSSGIVEASRIMNLYQFIQLYKDITSQAAGVLAQSSTSEEPDENPSSVTSCQASLWMGRVKQLTDEEECCICMDGRADLILPCAHSFCQKCIDKWSDRHRNCPICRLQMTGANESWVVSDAPTEDDMANYILNMADEAGQPHRP. The miRNA is hsa-miR-4437 with sequence UGGGCUCAGGGUACAAAGGUU. (2) The protein sequence of the target gene is MSGSSSVAAMKKVVQQLRLEAGLNRVKVSQAAADLKQFCLQNAQHDPLLTGVSSSTNPFRPQKVCSFL. Result: 1 (interaction). The miRNA is hsa-miR-4500 with sequence UGAGGUAGUAGUUUCUU. (3) The miRNA is mmu-miR-3091-5p with sequence CAUGGGUCUGGUUGGGCCCGC. The protein sequence of the target gene is MGDPSKQDILTIFKRLRSVPTNKVCFDCGAKNPSWASITYGVFLCIDCSGSHRSLGVHLSFIRSTELDSNWSWFQLRCMQVGGNASASSFFHQHGCSTNDTNAKYNSRAAQLYREKIKSLASQATRKHGTDLWLDSCVVPPLSPPPKEEDFFASHVSPEVSDTAWASAIAEPSSLTSRPVETTLENNEGGQEQGPSVEGLNVPTKATLEVSSIIKKKPNQAKKGLGAKKGSLGAQKLANTCFNEIEKQAQAADKMKEQEDLAKVVSKEESIVSSLRLAYKDLEIQMKKDEKMNISGKKNV.... Result: 0 (no interaction).